From a dataset of Full USPTO retrosynthesis dataset with 1.9M reactions from patents (1976-2016). Predict the reactants needed to synthesize the given product. (1) Given the product [N:28]([CH2:10][C@H:11]1[O:15][C@@H:14]([N:16]2[CH:24]=[C:22]([CH3:23])[C:20](=[O:21])[NH:19][C:17]2=[O:18])[CH2:13][C@@H:12]1[OH:25])=[N+:29]=[N-:30], predict the reactants needed to synthesize it. The reactants are: C1(C)C=CC(S([CH:10](O)[C@H:11]2[O:15][C@@H:14]([N:16]3[CH:24]=[C:22]([CH3:23])[C:20](=[O:21])[NH:19][C:17]3=[O:18])[CH2:13][C@@H:12]2[OH:25])(=O)=O)=CC=1.[N-:28]=[N+:29]=[N-:30].[Na+].C(Cl)Cl. (2) Given the product [C:1]1([C:7]2([CH3:15])[N:11]([CH3:12])[C:10](=[O:13])[N:9]([CH2:18][C:19](=[O:20])[C:21]3[CH:22]=[N:23][CH:24]=[CH:25][CH:26]=3)[C:8]2=[O:14])[CH2:6][CH2:5][CH2:4][CH2:3][CH:2]=1, predict the reactants needed to synthesize it. The reactants are: [C:1]1([C:7]2([CH3:15])[N:11]([CH3:12])[C:10](=[O:13])[NH:9][C:8]2=[O:14])[CH2:6][CH2:5][CH2:4][CH2:3][CH:2]=1.Cl.Br[CH2:18][C:19]([C:21]1[CH:22]=[N:23][CH:24]=[CH:25][CH:26]=1)=[O:20]. (3) Given the product [OH:22][C:16]1[CH:21]=[CH:20][C:19]([C:25]([C:12]2[CH:11]=[CH:10][C:9]([OH:8])=[CH:14][CH:13]=2)([CH3:30])[CH3:26])=[CH:18][CH:17]=1, predict the reactants needed to synthesize it. The reactants are: C1C(N)=CC=C([O:8][C:9]2[CH:14]=[CH:13][C:12](N)=[CH:11][CH:10]=2)C=1.[C:16]1([OH:22])[CH:21]=[CH:20][CH:19]=[CH:18][CH:17]=1.C=O.[C:25]1(C)[CH:30]=CC=C[CH:26]=1. (4) Given the product [CH2:1]([O:8][C:9]([N:11]1[CH2:15][CH2:14][CH2:13][C@H:12]1[C:16]1[NH:17][C:18]2[CH:24]=[C:23]([C:35]3[CH:36]=[CH:37][C:38]([CH2:41][C:42](=[O:43])[NH:44][CH:45]4[CH2:46][CH2:47]4)=[CH:39][CH:40]=3)[CH:22]=[CH:21][C:19]=2[N:20]=1)=[O:10])[C:2]1[CH:7]=[CH:6][CH:5]=[CH:4][CH:3]=1, predict the reactants needed to synthesize it. The reactants are: [CH2:1]([O:8][C:9]([N:11]1[CH2:15][CH2:14][CH2:13][C@H:12]1[C:16]1[NH:20][C:19]2[CH:21]=[CH:22][C:23](B3OC(C)(C)C(C)(C)O3)=[CH:24][C:18]=2[N:17]=1)=[O:10])[C:2]1[CH:7]=[CH:6][CH:5]=[CH:4][CH:3]=1.Br[C:35]1[CH:40]=[CH:39][C:38]([CH2:41][C:42]([NH:44][CH:45]2[CH2:47][CH2:46]2)=[O:43])=[CH:37][CH:36]=1.CN(C=O)C. (5) Given the product [F:24][C:2]([F:1])([F:23])[C:3]1[CH:4]=[C:5]([C:13]2[N:17]=[CH:16][N:15](/[CH:18]=[CH:19]\[C:20]([N:37]3[CH2:38][CH2:39][C:34]4([CH2:35][N:32]([C:30]([O:29][C:25]([CH3:28])([CH3:26])[CH3:27])=[O:31])[CH2:33]4)[CH2:36]3)=[O:21])[N:14]=2)[CH:6]=[C:7]([C:9]([F:10])([F:11])[F:12])[CH:8]=1, predict the reactants needed to synthesize it. The reactants are: [F:1][C:2]([F:24])([F:23])[C:3]1[CH:4]=[C:5]([C:13]2[N:17]=[CH:16][N:15](/[CH:18]=[CH:19]\[C:20](O)=[O:21])[N:14]=2)[CH:6]=[C:7]([C:9]([F:12])([F:11])[F:10])[CH:8]=1.[C:25]([O:29][C:30]([N:32]1[CH2:35][C:34]2([CH2:39][CH2:38][NH:37][CH2:36]2)[CH2:33]1)=[O:31])([CH3:28])([CH3:27])[CH3:26].C(P1(=O)OP(CCC)(=O)OP(CCC)(=O)O1)CC.CCN(C(C)C)C(C)C. (6) Given the product [Si:33]([O:20][CH2:19][CH2:18][C:14]1[C:13](=[O:21])[N:12]([C:3]2[C:2]([CH3:1])=[CH:7][C:6]([N+:8]([O-:10])=[O:9])=[CH:5][C:4]=2[CH3:11])[CH:17]=[CH:16][CH:15]=1)([C:29]([CH3:32])([CH3:31])[CH3:30])([C:40]1[CH:41]=[CH:42][CH:43]=[CH:44][CH:45]=1)[C:34]1[CH:39]=[CH:38][CH:37]=[CH:36][CH:35]=1, predict the reactants needed to synthesize it. The reactants are: [CH3:1][C:2]1[CH:7]=[C:6]([N+:8]([O-:10])=[O:9])[CH:5]=[C:4]([CH3:11])[C:3]=1[N:12]1[CH:17]=[CH:16][CH:15]=[C:14]([CH2:18][CH2:19][OH:20])[C:13]1=[O:21].C(N(CC)CC)C.[C:29]([Si:33](Cl)([C:40]1[CH:45]=[CH:44][CH:43]=[CH:42][CH:41]=1)[C:34]1[CH:39]=[CH:38][CH:37]=[CH:36][CH:35]=1)([CH3:32])([CH3:31])[CH3:30].O. (7) Given the product [F:25][C:26]([F:37])([F:36])[C:27]1[CH:32]=[C:31]([C:2]2[N:7]=[CH:6][C:5]([C@@H:8]3[CH2:10][C@H:9]3[NH:11][C:12](=[O:18])[O:13][C:14]([CH3:17])([CH3:16])[CH3:15])=[CH:4][CH:3]=2)[CH:30]=[CH:29][CH:28]=1, predict the reactants needed to synthesize it. The reactants are: Br[C:2]1[N:7]=[CH:6][C:5]([C@@H:8]2[CH2:10][C@H:9]2[NH:11][C:12](=[O:18])[O:13][C:14]([CH3:17])([CH3:16])[CH3:15])=[CH:4][CH:3]=1.C(=O)([O-])[O-].[K+].[K+].[F:25][C:26]([F:37])([F:36])[C:27]1[CH:28]=[C:29](B(O)O)[CH:30]=[CH:31][CH:32]=1. (8) Given the product [C:22]1([CH:28]([CH3:31])[CH2:29][OH:30])[CH:27]=[CH:26][CH:25]=[CH:24][CH:23]=1, predict the reactants needed to synthesize it. The reactants are: C1(P(C2C=CC=CC=2)C2C=CC=CC=2)C=CC=CC=1.[OH-].[Na+].[C:22]1([CH:28]([CH3:31])[CH:29]=[O:30])[CH:27]=[CH:26][CH:25]=[CH:24][CH:23]=1.[H][H]. (9) Given the product [Cl:1][C:2]1[CH:7]=[CH:6][C:5]([CH:8]2[CH2:14][CH:13]3[NH:15][CH:10]([CH2:11][CH2:12]3)[CH:9]2[O:16][CH2:17][C:18]2[CH:23]=[CH:22][C:21]([C:24]3[CH:29]=[CH:28][CH:27]=[CH:26][C:25]=3[CH:30]([OH:32])[CH3:41])=[CH:20][CH:19]=2)=[CH:4][CH:3]=1, predict the reactants needed to synthesize it. The reactants are: [Cl:1][C:2]1[CH:7]=[CH:6][C:5]([CH:8]2[CH2:14][CH:13]3[NH:15][CH:10]([CH2:11][CH2:12]3)[CH:9]2[O:16][CH2:17][C:18]2[CH:23]=[CH:22][C:21]([C:24]3[C:25]([C:30]([O:32]C)=O)=[CH:26][CH:27]=[CH:28][CH:29]=3)=[CH:20][CH:19]=2)=[CH:4][CH:3]=1.[H-].[Al+3].[Li+].[H-].[H-].[H-].O.[CH3:41]COCC.